From a dataset of Retrosynthesis with 50K atom-mapped reactions and 10 reaction types from USPTO. Predict the reactants needed to synthesize the given product. (1) Given the product CC(C)c1cc2c(c(-c3ccc(F)cc3)c1[C@H](O)c1ccc(C(F)(F)F)cc1)[C@@H](O)CC(C)(C)O2, predict the reactants needed to synthesize it. The reactants are: CC(C)c1cc2c(c(-c3ccc(F)cc3)c1C(O)c1ccc(C(F)(F)F)cc1)C(=O)CC(C)(C)O2. (2) The reactants are: CN(C)c1nc(Cl)nc2c1CN(C(=O)OC(C)(C)C)C2. Given the product CN(C)c1ncnc2c1CN(C(=O)OC(C)(C)C)C2, predict the reactants needed to synthesize it. (3) Given the product Cn1c(CC(=O)Nc2ccc(F)c(Cl)c2)nc(N2CCOC(CF)C2)cc1=O, predict the reactants needed to synthesize it. The reactants are: Cn1c(CC(=O)O)nc(N2CCOC(CF)C2)cc1=O.Nc1ccc(F)c(Cl)c1. (4) Given the product Cc1cc(C)nc(N2CC3CN(C(=O)c4nc(C)ccc4-n4nccn4)CC3C2)n1, predict the reactants needed to synthesize it. The reactants are: Cc1cc(C)nc(N2CC3CNCC3C2)n1.Cc1ccc(-n2nccn2)c(C(=O)[O-])n1. (5) Given the product CC(O)c1c(Cl)ccc(F)c1Cl, predict the reactants needed to synthesize it. The reactants are: CC(=O)c1c(Cl)ccc(F)c1Cl. (6) Given the product CN(C)[C@@H]1CCN(c2cc(O)c3c(=O)n(COC(=O)C(C)(C)C)cnc3c2)C1, predict the reactants needed to synthesize it. The reactants are: CC(C)(C)C(=O)OCCl.CN(C)[C@@H]1CCN(c2cc(O)c3c(=O)[nH]cnc3c2)C1.